Regression. Given two drug SMILES strings and cell line genomic features, predict the synergy score measuring deviation from expected non-interaction effect. From a dataset of NCI-60 drug combinations with 297,098 pairs across 59 cell lines. Drug 1: CC(CN1CC(=O)NC(=O)C1)N2CC(=O)NC(=O)C2. Drug 2: C1=NC2=C(N=C(N=C2N1C3C(C(C(O3)CO)O)F)Cl)N. Cell line: UACC62. Synergy scores: CSS=30.6, Synergy_ZIP=-6.75, Synergy_Bliss=-2.46, Synergy_Loewe=-2.44, Synergy_HSA=-0.837.